Predict which catalyst facilitates the given reaction. From a dataset of Catalyst prediction with 721,799 reactions and 888 catalyst types from USPTO. (1) Reactant: [C:1]([C:5]1[N:10]=[C:9](Cl)[C:8]([C:12]([N:14]([CH2:32][CH:33]([CH3:35])[CH3:34])[CH:15]2[C:24]3[C:19](=[CH:20][CH:21]=[CH:22][CH:23]=3)[CH2:18][N:17]([C:25]([O:27][C:28]([CH3:31])([CH3:30])[CH3:29])=[O:26])[CH2:16]2)=[O:13])=[CH:7][N:6]=1)([CH3:4])([CH3:3])[CH3:2].Cl.[O:37]1[CH:41]=[CH:40][N:39]=[C:38]1[CH2:42][NH2:43].C(N(C(C)C)CC)(C)C.O. Product: [C:1]([C:5]1[N:10]=[C:9]([NH:43][CH2:42][C:38]2[O:37][CH:41]=[CH:40][N:39]=2)[C:8]([C:12]([N:14]([CH2:32][CH:33]([CH3:35])[CH3:34])[CH:15]2[C:24]3[C:19](=[CH:20][CH:21]=[CH:22][CH:23]=3)[CH2:18][N:17]([C:25]([O:27][C:28]([CH3:31])([CH3:30])[CH3:29])=[O:26])[CH2:16]2)=[O:13])=[CH:7][N:6]=1)([CH3:4])([CH3:3])[CH3:2]. The catalyst class is: 41. (2) Reactant: [Li].C[Si]([NH-])(C)C.Br[CH2:8][C:9]([N:11]1[CH2:16][CH2:15][N:14]([C:17]2[CH:22]=[CH:21][CH:20]=[CH:19][N:18]=2)[CH2:13][CH2:12]1)=[O:10].[CH3:23][O:24][C:25]1[CH:30]=[CH:29][C:28]([C:31]2[N:32]=[C:33]([C:36]3[CH:41]=[CH:40][CH:39]=[CH:38][CH:37]=3)[NH:34][CH:35]=2)=[CH:27][CH:26]=1. Product: [CH3:23][O:24][C:25]1[CH:26]=[CH:27][C:28]([C:31]2[N:32]=[C:33]([C:36]3[CH:37]=[CH:38][CH:39]=[CH:40][CH:41]=3)[N:34]([CH2:8][C:9]([N:11]3[CH2:16][CH2:15][N:14]([C:17]4[CH:22]=[CH:21][CH:20]=[CH:19][N:18]=4)[CH2:13][CH2:12]3)=[O:10])[CH:35]=2)=[CH:29][CH:30]=1. The catalyst class is: 118.